From a dataset of Peptide-MHC class I binding affinity with 185,985 pairs from IEDB/IMGT. Regression. Given a peptide amino acid sequence and an MHC pseudo amino acid sequence, predict their binding affinity value. This is MHC class I binding data. (1) The peptide sequence is KIQNFRVYY. The binding affinity (normalized) is 0. The MHC is HLA-A02:02 with pseudo-sequence HLA-A02:02. (2) The peptide sequence is GANYFLQISR. The MHC is HLA-A11:01 with pseudo-sequence HLA-A11:01. The binding affinity (normalized) is 0.471. (3) The peptide sequence is STNLCTHSFR. The MHC is HLA-A33:01 with pseudo-sequence HLA-A33:01. The binding affinity (normalized) is 0.798. (4) The peptide sequence is CEKRLLLKL. The MHC is HLA-A11:01 with pseudo-sequence HLA-A11:01. The binding affinity (normalized) is 0.0847. (5) The peptide sequence is VPVTTRDSF. The MHC is HLA-A02:01 with pseudo-sequence HLA-A02:01. The binding affinity (normalized) is 0. (6) The peptide sequence is SMFAFSLSVM. The MHC is HLA-B15:03 with pseudo-sequence HLA-B15:03. The binding affinity (normalized) is 0.773. (7) The peptide sequence is RIRQQLPLY. The MHC is HLA-A33:01 with pseudo-sequence HLA-A33:01. The binding affinity (normalized) is 0. (8) The peptide sequence is SYQHFRKL. The MHC is HLA-A24:02 with pseudo-sequence HLA-A24:02. The binding affinity (normalized) is 0.0570.